The task is: Predict the reaction yield, written as a fraction of the theoretical maximum amount of product (1.0 means a 100% yield; for example, 0.34 means a 34% yield).. This data is from Reaction yield outcomes from USPTO patents with 853,638 reactions. (1) The reactants are O[C:2]1C(C)=[CH:9][C:8]([OH:12])=[CH:7][C:3]=1[C:4]([OH:6])=O.S([O:18][CH3:19])(OC)(=O)=O.[C:20](=O)([O-])[O-].[K+].[K+].Br[CH2:27][C:28]([O:30][CH3:31])=[O:29].[CH3:32][C:33](C)=[O:34]. No catalyst specified. The product is [CH3:20][O:12][C:8]1[CH:7]=[C:3]([CH3:2])[C:4]([O:6][CH2:32][C:33]([O:18][CH3:19])=[O:34])=[C:27]([CH:9]=1)[C:28]([O:30][CH3:31])=[O:29]. The yield is 0.630. (2) The reactants are Cl[C:2]([CH3:6])([CH3:5])[C:3]#[CH:4].[I:7][C:8]1[CH:13]=[CH:12][C:11]([OH:14])=[CH:10][C:9]=1[N+:15]([O-:17])=[O:16].C(=O)([O-])[O-].[K+].[K+]. The catalyst is [I-].C([N+](CCCC)(CCCC)CCCC)CCC.CC(C)=O.C(OCC)(=O)C. The product is [I:7][C:8]1[CH:13]=[CH:12][C:11]([O:14][C:2]([CH3:6])([C:3]#[CH:4])[CH3:5])=[CH:10][C:9]=1[N+:15]([O-:17])=[O:16]. The yield is 0.910. (3) The reactants are Br[C:2]1[S:6][C:5]([CH2:7][CH2:8][N:9]2[C@H:13]([CH3:14])[CH2:12][O:11][C:10]2=[O:15])=[CH:4][CH:3]=1.[CH:16]1([CH2:22][CH2:23][CH2:24][C:25]#[CH:26])[CH2:21][CH2:20][CH2:19][CH2:18][CH2:17]1.C(N(CC)CC)C.O. The catalyst is CN(C)C=O.[Cu]I.Cl[Pd](Cl)([P](C1C=CC=CC=1)(C1C=CC=CC=1)C1C=CC=CC=1)[P](C1C=CC=CC=1)(C1C=CC=CC=1)C1C=CC=CC=1. The product is [CH:16]1([CH2:22][CH2:23][CH2:24][C:25]#[C:26][C:2]2[S:6][C:5]([CH2:7][CH2:8][N:9]3[C@H:13]([CH3:14])[CH2:12][O:11][C:10]3=[O:15])=[CH:4][CH:3]=2)[CH2:21][CH2:20][CH2:19][CH2:18][CH2:17]1. The yield is 0.820.